Task: Predict the reactants needed to synthesize the given product.. Dataset: Full USPTO retrosynthesis dataset with 1.9M reactions from patents (1976-2016) (1) Given the product [CH2:31]([N:38]1[C@@H:43]2[CH:44]([C:46]([O:48][C:49]([CH3:52])([CH3:51])[CH3:50])=[O:47])[CH2:45][C@@:39]1([C:54]1[CH:55]=[CH:56][CH:57]=[CH:58][CH:59]=1)[C:40](=[O:53])[CH:41]=[CH:42]2)[C:32]1[CH:33]=[CH:34][CH:35]=[CH:36][CH:37]=1, predict the reactants needed to synthesize it. The reactants are: [Br-].C([N+]1C=CC=C(O)C=1C1C=CC=CC=1)C1C=CC=CC=1.C(OC(C)(C)C)(=O)C=C.[CH2:31]([N:38]1[C@@H:43]2[C@H:44]([C:46]([O:48][C:49]([CH3:52])([CH3:51])[CH3:50])=[O:47])[CH2:45][C@@:39]1([C:54]1[CH:59]=[CH:58][CH:57]=[CH:56][CH:55]=1)[C:40](=[O:53])[CH:41]=[CH:42]2)[C:32]1[CH:37]=[CH:36][CH:35]=[CH:34][CH:33]=1.C(N1[C@@H]2[C@@H](C(OC(C)(C)C)=O)C[C@@]1(C1C=CC=CC=1)C(=O)C=C2)C1C=CC=CC=1. (2) The reactants are: [Si]([O:8][C@H:9]([C:39](=[O:41])[NH2:40])[CH2:10][C@H:11]1[CH2:22][CH2:21][C:20]2[S:19][C:18]3[N:17]=[CH:16][N:15]=[C:14]([O:23][CH:24]4[CH2:29][CH2:28][CH:27]([N:30](C)[C:31](=O)OC(C)(C)C)[CH2:26][CH2:25]4)[C:13]=3[C:12]1=2)(C(C)(C)C)(C)C.Cl.[NH4+].[OH-]. Given the product [OH:8][C@@H:9]([CH2:10][C@H:11]1[CH2:22][CH2:21][C:20]2[S:19][C:18]3[N:17]=[CH:16][N:15]=[C:14]([O:23][CH:24]4[CH2:25][CH2:26][CH:27]([NH:30][CH3:31])[CH2:28][CH2:29]4)[C:13]=3[C:12]1=2)[C:39]([NH2:40])=[O:41], predict the reactants needed to synthesize it. (3) Given the product [Cl:1][C:2]1[CH:7]=[CH:6][CH:5]=[C:4]([Cl:8])[C:3]=1[NH:9][C:10]([NH:12][C:13]1[C:14]([C:23]([N:25]([CH2:33][C:34]2[CH:35]=[CH:36][CH:37]=[CH:38][CH:39]=2)[CH2:26][CH2:27][C:28]([OH:30])=[O:29])=[O:24])=[CH:15][C:16]2[C:21]([CH:22]=1)=[CH:20][CH:19]=[CH:18][CH:17]=2)=[O:11], predict the reactants needed to synthesize it. The reactants are: [Cl:1][C:2]1[CH:7]=[CH:6][CH:5]=[C:4]([Cl:8])[C:3]=1[NH:9][C:10]([NH:12][C:13]1[C:14]([C:23]([N:25]([CH2:33][C:34]2[CH:39]=[CH:38][CH:37]=[CH:36][CH:35]=2)[CH2:26][CH2:27][C:28]([O:30]CC)=[O:29])=[O:24])=[CH:15][C:16]2[C:21]([CH:22]=1)=[CH:20][CH:19]=[CH:18][CH:17]=2)=[O:11].Cl. (4) Given the product [CH3:2][C:3]1[CH:4]=[C:5]2[C:10](=[CH:11][CH:12]=1)[O:9][CH2:8][CH2:7][CH:6]2[CH2:13][NH2:14], predict the reactants needed to synthesize it. The reactants are: Cl.[CH3:2][C:3]1[CH:4]=[C:5]2[C:10](=[CH:11][CH:12]=1)[O:9][CH2:8][CH:7]=[C:6]2[CH2:13][NH2:14]. (5) The reactants are: [F:1][C:2]([F:36])([F:35])[C@@H:3]([C:14]1[CH:19]=[CH:18][C:17]([N:20]2[CH2:33][CH2:32][C:22]3([CH2:31][CH2:30][C:25]4(OCC[O:26]4)[CH2:24][CH2:23]3)[C:21]2=[O:34])=[CH:16][CH:15]=1)[O:4][CH2:5][C:6]1[CH:11]=[CH:10][C:9]([O:12][CH3:13])=[CH:8][CH:7]=1.Cl. Given the product [F:36][C:2]([F:1])([F:35])[C@@H:3]([C:14]1[CH:15]=[CH:16][C:17]([N:20]2[CH2:33][CH2:32][C:22]3([CH2:31][CH2:30][C:25](=[O:26])[CH2:24][CH2:23]3)[C:21]2=[O:34])=[CH:18][CH:19]=1)[O:4][CH2:5][C:6]1[CH:7]=[CH:8][C:9]([O:12][CH3:13])=[CH:10][CH:11]=1, predict the reactants needed to synthesize it. (6) Given the product [Br:1][C:2]1[CH:10]=[CH:9][C:5]([C:6]2[S:8][CH:17]([CH2:20][CH2:21][CH2:22][CH2:23][CH2:24][CH2:25][CH2:26][CH3:27])[CH:18]([OH:19])[N:7]=2)=[CH:4][CH:3]=1, predict the reactants needed to synthesize it. The reactants are: [Br:1][C:2]1[CH:10]=[CH:9][C:5]([C:6](=[S:8])[NH2:7])=[CH:4][CH:3]=1.C([O-])(O)=O.[Na+].Br[CH:17]([CH2:20][CH2:21][CH2:22][CH2:23][CH2:24][CH2:25][CH2:26][CH3:27])[CH:18]=[O:19]. (7) Given the product [CH3:12][N:8]([CH2:9][CH2:10][CH3:11])[C:6](=[O:7])[C:5]1[CH:13]=[CH:14][C:2]([NH:1][C:16]2[NH:21][C:20]3=[N:22][CH:23]=[CH:24][C:19]3=[C:18]([NH:35][CH2:36][C:37]([F:39])([F:38])[F:40])[N:17]=2)=[CH:3][CH:4]=1, predict the reactants needed to synthesize it. The reactants are: [NH2:1][C:2]1[CH:14]=[CH:13][C:5]([C:6]([N:8]([CH3:12])[CH2:9][CH2:10][CH3:11])=[O:7])=[CH:4][CH:3]=1.Cl[C:16]1[N:17]=[C:18]([NH:35][CH2:36][C:37]([F:40])([F:39])[F:38])[C:19]2[CH:24]=[CH:23][N:22](S(C3C=CC(C)=CC=3)(=O)=O)[C:20]=2[N:21]=1.C(=O)([O-])[O-].[K+].[K+].C1(P(C2CCCCC2)C2C=CC=CC=2C2C(C(C)C)=CC(C(C)C)=CC=2C(C)C)CCCCC1. (8) Given the product [NH2:42][C@H:43]([C:48]([O:50][CH2:64][CH2:63][O:65][CH2:19][C@H:17]1[O:16][N:15]=[C:14]([C:11]2[CH:12]=[CH:13][C:8]([C:7]3[CH:6]=[CH:5][C:4]([N:23]4[CH2:27][C@H:26]([CH2:28][N:29]5[CH:33]=[CH:32][N:31]=[N:30]5)[O:25][C:24]4=[O:34])=[CH:3][C:2]=3[F:1])=[CH:9][N:10]=2)[CH2:18]1)=[O:49])[C@H:44]([CH2:46][CH3:47])[CH3:45], predict the reactants needed to synthesize it. The reactants are: [F:1][C:2]1[CH:3]=[C:4]([N:23]2[CH2:27][C@@H:26]([CH2:28][N:29]3[CH:33]=[CH:32][N:31]=[N:30]3)[O:25][C:24]2=[O:34])[CH:5]=[CH:6][C:7]=1[C:8]1[CH:9]=[N:10][C:11]([C:14]2[CH2:18][C@H:17]([CH2:19]CCO)[O:16][N:15]=2)=[CH:12][CH:13]=1.C([NH:42][C@H:43]([C:48]([OH:50])=[O:49])[C@H:44]([CH2:46][CH3:47])[CH3:45])(OC(C)(C)C)=O.Cl.CN(C)CCCN=C=NCC.[C:63](OCC)(=[O:65])[CH3:64].O. (9) Given the product [CH3:13][C:5]1[C:6]2[N:7]([C:9]([NH2:12])=[N:10][N:11]=2)[N:8]=[C:3]([N:14]2[CH2:18][CH2:17][CH2:16][CH2:15]2)[CH:4]=1, predict the reactants needed to synthesize it. The reactants are: Br.Cl[C:3]1[CH:4]=[C:5]([CH3:13])[C:6]2[N:7]([C:9]([NH2:12])=[N:10][N:11]=2)[N:8]=1.[NH:14]1[CH2:18][CH2:17][CH2:16][CH2:15]1.O.